Dataset: Reaction yield outcomes from USPTO patents with 853,638 reactions. Task: Predict the reaction yield, written as a fraction of the theoretical maximum amount of product (1.0 means a 100% yield; for example, 0.34 means a 34% yield). (1) The reactants are [N+:1]([C:4]1[C:13]2[C:8](=[CH:9][CH:10]=[CH:11][CH:12]=2)[C:7]([O:14][CH2:15][CH2:16][C:17]2[CH:22]=[CH:21][N:20]=[CH:19][C:18]=2[NH2:23])=[CH:6][CH:5]=1)([O-])=O.CCOC(C)=O.C(Cl)Cl.[H][H]. The catalyst is CO.[Pt]. The product is [NH2:1][C:4]1[C:13]2[C:8](=[CH:9][CH:10]=[CH:11][CH:12]=2)[C:7]([O:14][CH2:15][CH2:16][C:17]2[CH:22]=[CH:21][N:20]=[CH:19][C:18]=2[NH2:23])=[CH:6][CH:5]=1. The yield is 0.920. (2) The reactants are [F:1][C:2]1[CH:7]=[CH:6][CH:5]=[CH:4][C:3]=1[C:8](=[O:11])[CH:9]=[CH2:10].[Br:12][C:13]1[CH:18]=[CH:17][C:16]([C@@H:19]([NH2:21])[CH3:20])=[CH:15][CH:14]=1. The catalyst is CC#N. The product is [Br:12][C:13]1[CH:18]=[CH:17][C:16]([C@@H:19]([NH:21][CH2:10][CH2:9][C:8]([C:3]2[CH:4]=[CH:5][CH:6]=[CH:7][C:2]=2[F:1])=[O:11])[CH3:20])=[CH:15][CH:14]=1. The yield is 0.307. (3) The reactants are I[CH2:2][C@@H:3]([CH3:16])[CH2:4][N:5]1[C:14]2[C:9](=[CH:10][CH:11]=[CH:12][CH:13]=2)[CH2:8][CH2:7][C:6]1=[O:15].[CH2:17]([O:20][CH:21]1[CH2:26][CH2:25][NH:24][CH2:23][CH2:22]1)[CH2:18][CH3:19]. The catalyst is CC#N. The product is [CH3:16][C@H:3]([CH2:2][N:24]1[CH2:25][CH2:26][CH:21]([O:20][CH2:17][CH2:18][CH3:19])[CH2:22][CH2:23]1)[CH2:4][N:5]1[C:14]2[C:9](=[CH:10][CH:11]=[CH:12][CH:13]=2)[CH2:8][CH2:7][C:6]1=[O:15]. The yield is 0.380. (4) The reactants are [CH3:1][N:2]([CH3:16])[C:3](=O)[CH2:4][CH2:5][C:6]1[C:14]2[CH2:13][CH2:12][CH2:11][CH2:10][C:9]=2[NH:8][CH:7]=1. The catalyst is O1CCCC1. The product is [CH3:16][N:2]([CH3:1])[CH2:3][CH2:4][CH2:5][C:6]1[C:14]2[CH2:13][CH2:12][CH2:11][CH2:10][C:9]=2[NH:8][CH:7]=1. The yield is 0.200. (5) The reactants are [CH3:1][O:2][C:3]([C:5]1[CH:10]=[CH:9][C:8]([S:11](Cl)(=[O:13])=[O:12])=[CH:7][C:6]=1[CH3:15])=[O:4].[NH2:16][C:17]1[N:18]=[CH:19][C:20]2[C:25]([C:26]=1[CH:27]1[CH2:29][CH2:28]1)=[CH:24][CH:23]=[CH:22][CH:21]=2. The catalyst is N1C=CC=CC=1. The product is [CH:27]1([C:26]2[C:25]3[C:20](=[CH:21][CH:22]=[CH:23][CH:24]=3)[CH:19]=[N:18][C:17]=2[NH:16][S:11]([C:8]2[CH:9]=[CH:10][C:5]([C:3]([O:2][CH3:1])=[O:4])=[C:6]([CH3:15])[CH:7]=2)(=[O:13])=[O:12])[CH2:29][CH2:28]1. The yield is 0.820. (6) The reactants are [F:1][C:2]([F:7])([F:6])[C:3]([OH:5])=[O:4].[F:8][C:9]([F:14])([F:13])[C:10]([OH:12])=[O:11].FC(F)(F)C(O)=O.[Cl:22][C:23]1[CH:24]=[N:25][C:26]2[NH:27][C:28]3[CH:29]=[N:30][CH:31]=[C:32]([CH:54]=3)[CH2:33][CH2:34][C:35]3[CH:43]=[C:39]([NH:40][C:41]=1[N:42]=2)[CH:38]=[CH:37][C:36]=3[NH:44][C:45](=[O:53])[CH2:46][CH:47]1[CH2:52][CH2:51][NH:50][CH2:49][CH2:48]1.[F:55][C:56]1[CH:64]=[CH:63][C:59]([C:60](Cl)=[O:61])=[CH:58][CH:57]=1. No catalyst specified. The product is [F:1][C:2]([F:7])([F:6])[C:3]([OH:5])=[O:4].[F:8][C:9]([F:14])([F:13])[C:10]([OH:12])=[O:11].[Cl:22][C:23]1[CH:24]=[N:25][C:26]2[NH:27][C:28]3[CH:29]=[N:30][CH:31]=[C:32]([CH:54]=3)[CH2:33][CH2:34][C:35]3[CH:43]=[C:39]([NH:40][C:41]=1[N:42]=2)[CH:38]=[CH:37][C:36]=3[NH:44][C:45](=[O:53])[CH2:46][CH:47]1[CH2:52][CH2:51][N:50]([C:60](=[O:61])[C:59]2[CH:63]=[CH:64][C:56]([F:55])=[CH:57][CH:58]=2)[CH2:49][CH2:48]1. The yield is 0.260. (7) The reactants are [OH:1][C:2]1[CH:7]=[CH:6][CH:5]=[CH:4][C:3]=1[C:8](=[O:17])[CH2:9][C:10]([O:12][C:13]([CH3:16])([CH3:15])[CH3:14])=[O:11].[CH:18](=O)[C:19]1[CH:24]=[CH:23][C:22]([O:25][CH3:26])=[CH:21][CH:20]=1.C([O-])(=O)C.[NH2+]1CCCCC1.S([O-])([O-])(=O)=O.[Na+].[Na+]. The catalyst is C1(C)C=CC=CC=1. The product is [OH:1][C:2]1[CH:7]=[CH:6][CH:5]=[CH:4][C:3]=1[C:8](/[C:9](=[CH:18]\[C:19]1[CH:24]=[CH:23][C:22]([O:25][CH3:26])=[CH:21][CH:20]=1)/[C:10]([O:12][C:13]([CH3:14])([CH3:16])[CH3:15])=[O:11])=[O:17]. The yield is 0.710.